From a dataset of Reaction yield outcomes from USPTO patents with 853,638 reactions. Predict the reaction yield, written as a fraction of the theoretical maximum amount of product (1.0 means a 100% yield; for example, 0.34 means a 34% yield). (1) The reactants are [C:1]([O:9][CH2:10][CH3:11])(=[O:8])[CH2:2][C:3]([O:5][CH2:6][CH3:7])=[O:4].C(O)C.[O-]CC.[Na+].Cl[C:20]([C:25]1[CH:30]=[CH:29][C:28]([F:31])=[CH:27][CH:26]=1)([CH3:24])[CH2:21][S:22][CH3:23].ClCC(C1C=CC(F)=CC=1)(C)SC. The catalyst is C(O)C. The product is [F:31][C:28]1[CH:27]=[CH:26][C:25]([C:20]([CH:2]([C:3]([O:5][CH2:6][CH3:7])=[O:4])[C:1]([O:9][CH2:10][CH3:11])=[O:8])([CH3:24])[CH2:21][S:22][CH3:23])=[CH:30][CH:29]=1. The yield is 0.840. (2) The reactants are [Br-:1].[K+].N[C@@H:4]([C:12]([OH:14])=[O:13])[CH2:5][C:6]1[CH:11]=[CH:10][CH:9]=[CH:8][CH:7]=1.N([O-])=O.[Na+]. The catalyst is S(=O)(=O)(O)O. The product is [Br:1][C@H:4]([CH2:5][C:6]1[CH:11]=[CH:10][CH:9]=[CH:8][CH:7]=1)[C:12]([OH:14])=[O:13]. The yield is 0.519. (3) The reactants are F[C:2]1[CH:9]=[CH:8][C:7]([F:10])=[CH:6][C:3]=1[C:4]#[N:5].[Na].[NH:12]1[CH:16]=[N:15][CH:14]=[N:13]1. The catalyst is CN(C)C=O.C(Cl)Cl. The product is [F:10][C:7]1[CH:8]=[CH:9][C:2]([N:12]2[CH:16]=[N:15][CH:14]=[N:13]2)=[C:3]([CH:6]=1)[C:4]#[N:5]. The yield is 0.490. (4) The reactants are [O:1]=[C:2]1[NH:7][C:6]([C:8]([O:10][CH2:11][CH3:12])=[O:9])=[CH:5][C:4](=[O:13])[NH:3]1.S(=O)(=O)(O)O.OO.[CH3:21]S(C)=O. The catalyst is O.[CH-]1C=CC=C1.[CH-]1C=CC=C1.[Fe+2]. The product is [CH3:21][C:5]1[C:4](=[O:13])[NH:3][C:2](=[O:1])[NH:7][C:6]=1[C:8]([O:10][CH2:11][CH3:12])=[O:9]. The yield is 0.830. (5) The yield is 0.780. The catalyst is O1CCCC1. The product is [Br:1][C:13]1[C:14]([C:16]([F:17])([F:19])[F:18])=[CH:15][C:10]([NH2:9])=[N:11][CH:12]=1. The reactants are [Br:1]N1C(=O)CCC1=O.[NH2:9][C:10]1[CH:15]=[C:14]([C:16]([F:19])([F:18])[F:17])[CH:13]=[CH:12][N:11]=1.